Dataset: Forward reaction prediction with 1.9M reactions from USPTO patents (1976-2016). Task: Predict the product of the given reaction. (1) Given the reactants [CH:1]([C:3]1[CH:16]=[CH:15][C:6]([CH:7]=[C:8]2[S:12][C:11](=[O:13])[NH:10][C:9]2=[O:14])=[CH:5][CH:4]=1)=O.[NH2:17][C:18]1[C:23]([NH2:24])=[CH:22][CH:21]=[CH:20][C:19]=1[OH:25], predict the reaction product. The product is: [O:13]=[C:11]1[NH:10][C:9](=[O:14])[C:8](=[CH:7][C:6]2[CH:15]=[CH:16][C:3]([C:1]3[NH:17][C:18]4[C:19]([OH:25])=[CH:20][CH:21]=[CH:22][C:23]=4[N:24]=3)=[CH:4][CH:5]=2)[S:12]1. (2) Given the reactants [NH2:1][C:2]1[N:7]=[C:6](Cl)[CH:5]=[C:4]([CH2:9][CH3:10])[N:3]=1.[F:11][C:12]1[CH:13]=[C:14]([CH:16]=[CH:17][C:18]=1[S:19][C:20]1[CH:25]=[CH:24][N:23]=[CH:22][CH:21]=1)[NH2:15], predict the reaction product. The product is: [CH2:9]([C:4]1[N:3]=[C:2]([NH2:1])[N:7]=[C:6]([NH:15][C:14]2[CH:16]=[CH:17][C:18]([S:19][C:20]3[CH:25]=[CH:24][N:23]=[CH:22][CH:21]=3)=[C:12]([F:11])[CH:13]=2)[CH:5]=1)[CH3:10]. (3) Given the reactants [NH2:1][C:2]1[CH:16]=[CH:15][C:5]2[C:6](=[O:14])[NH:7][C:8]3[C:13]([C:4]=2[CH:3]=1)=[CH:12][CH:11]=[CH:10][N:9]=3.Br[CH2:18][C:19]1[CH:24]=[CH:23][CH:22]=[C:21]([Cl:25])[CH:20]=1, predict the reaction product. The product is: [Cl:25][C:21]1[CH:20]=[C:19]([CH:24]=[CH:23][CH:22]=1)[CH2:18][NH:1][C:2]1[CH:16]=[CH:15][C:5]2[C:6](=[O:14])[NH:7][C:8]3[C:13]([C:4]=2[CH:3]=1)=[CH:12][CH:11]=[CH:10][N:9]=3. (4) The product is: [Cl:18][C:19]1[CH:28]=[CH:27][CH:26]=[C:25]([F:29])[C:20]=1[CH:21]([N:22]([CH3:24])[CH3:23])[C:16]1[C:15]2[C:10](=[CH:11][CH:12]=[CH:13][CH:14]=2)[NH:9][C:8]=1[C:5]1[CH:4]=[CH:3][C:2]([Cl:1])=[CH:7][CH:6]=1. Given the reactants [Cl:1][C:2]1[CH:7]=[CH:6][C:5]([C:8]2[NH:9][C:10]3[C:15]([CH:16]=2)=[CH:14][CH:13]=[CH:12][CH:11]=3)=[CH:4][CH:3]=1.[Cl-].[Cl:18][C:19]1[CH:28]=[CH:27][CH:26]=[C:25]([F:29])[C:20]=1[CH:21]=[N+:22]([CH3:24])[CH3:23].ClC1C=CC=C(F)C=1C=O.CNC, predict the reaction product. (5) Given the reactants [N:1]1[C:10]2[NH:9][CH2:8][CH2:7][CH2:6][C:5]=2[CH:4]=[CH:3][C:2]=1[CH2:11][CH2:12][O:13][C:14]1[CH:26]=[CH:25][C:17]([CH2:18][C@@H:19]([C:21]([O:23]C)=[O:22])[NH2:20])=[CH:16][CH:15]=1.[CH3:27][O:28][C:29]1[C:30]([C:34](O)=[O:35])=[CH:31][S:32][CH:33]=1.CN1CCOCC1.CN(C(ON1N=NC2C=CC=CC1=2)=[N+](C)C)C.[B-](F)(F)(F)F.[OH-].[Na+], predict the reaction product. The product is: [CH3:27][O:28][C:29]1[C:30]([C:34]([NH:20][C@H:19]([C:21]([OH:23])=[O:22])[CH2:18][C:17]2[CH:16]=[CH:15][C:14]([O:13][CH2:12][CH2:11][C:2]3[CH:3]=[CH:4][C:5]4[CH2:6][CH2:7][CH2:8][NH:9][C:10]=4[N:1]=3)=[CH:26][CH:25]=2)=[O:35])=[CH:31][S:32][CH:33]=1. (6) Given the reactants [CH3:1][N:2]([C@@H:12]([C:19]1[CH:24]=[CH:23][CH:22]=[C:21]([N+:25]([O-])=O)[CH:20]=1)[CH2:13][N:14]1[CH2:18][CH2:17][CH2:16][CH2:15]1)[C:3](=[O:11])[CH2:4][C:5]1[CH:10]=[CH:9][CH:8]=[CH:7][N:6]=1.O.NN, predict the reaction product. The product is: [NH2:25][C:21]1[CH:20]=[C:19]([C@H:12]([N:2]([CH3:1])[C:3](=[O:11])[CH2:4][C:5]2[CH:10]=[CH:9][CH:8]=[CH:7][N:6]=2)[CH2:13][N:14]2[CH2:15][CH2:16][CH2:17][CH2:18]2)[CH:24]=[CH:23][CH:22]=1. (7) Given the reactants [Na].C([O:5][C@@H:6]1[C@@H:11]([NH:12][C:13](=[O:24])[C:14]2[CH:19]=[C:18]([O:20][CH3:21])[CH:17]=[C:16]([O:22][CH3:23])[CH:15]=2)[C@@H:10]([O:25]C(=O)C)[C@@H:9]([CH2:29][O:30]C(=O)C)[O:8][C@H:7]1[S:34][C@@H:35]1[O:48][C@H:47]([CH2:49][O:50]C(=O)C)[C@H:42]([O:43]C(=O)C)[C@H:41]([NH:54][C:55](=[O:66])[C:56]2[CH:61]=[C:60]([O:62][CH3:63])[CH:59]=[C:58]([O:64][CH3:65])[CH:57]=2)[C@H:36]1[O:37]C(=O)C)(=O)C.C[O-].[Na+].C1COCC1, predict the reaction product. The product is: [CH3:63][O:62][C:60]1[CH:61]=[C:56]([CH:57]=[C:58]([O:64][CH3:65])[CH:59]=1)[C:55]([NH:54][C@H:41]1[C@@H:42]([OH:43])[C@@H:47]([CH2:49][OH:50])[O:48][C@@H:35]([S:34][C@@H:7]2[O:8][C@H:9]([CH2:29][OH:30])[C@H:10]([OH:25])[C@H:11]([NH:12][C:13](=[O:24])[C:14]3[CH:19]=[C:18]([O:20][CH3:21])[CH:17]=[C:16]([O:22][CH3:23])[CH:15]=3)[C@H:6]2[OH:5])[C@@H:36]1[OH:37])=[O:66]. (8) The product is: [O:18]=[C:16]([N:52]1[CH2:53][CH2:54][CH:55]([NH:58][C:59]2[CH:64]=[CH:63][CH:62]=[CH:61][C:60]=2[C:65]([F:66])([F:67])[F:68])[CH2:56][CH2:57]1)[CH2:15][NH:14][C:12]([C:9]1[CH:8]=[C:7]([C:1]2[CH:2]=[CH:3][CH:4]=[CH:5][CH:6]=2)[O:11][N:10]=1)=[O:13]. Given the reactants [C:1]1([C:7]2[O:11][N:10]=[C:9]([C:12]([NH:14][CH2:15][C:16]([OH:18])=O)=[O:13])[CH:8]=2)[CH:6]=[CH:5][CH:4]=[CH:3][CH:2]=1.CCN(C(C)C)C(C)C.C1C=CC2N(O)N=NC=2C=1.CCN=C=NCCCN(C)C.Cl.Cl.Cl.[NH:52]1[CH2:57][CH2:56][CH:55]([NH:58][C:59]2[CH:64]=[CH:63][CH:62]=[CH:61][C:60]=2[C:65]([F:68])([F:67])[F:66])[CH2:54][CH2:53]1, predict the reaction product.